This data is from Forward reaction prediction with 1.9M reactions from USPTO patents (1976-2016). The task is: Predict the product of the given reaction. Given the reactants C[C@@:2]([C:28]([OH:30])=[O:29])([C:12]([CH3:27])([CH3:26])[C:13]1[CH:18]=[CH:17][C:16]([C:19]([O:21][C:22]([CH3:25])([CH3:24])[CH3:23])=[O:20])=[CH:15][CH:14]=1)[N:3]([C:5]([O:7][C:8]([CH3:11])([CH3:10])[CH3:9])=[O:6])[CH3:4].CO.O.O.[OH-].[Li+], predict the reaction product. The product is: [C:22]([O:21][C:19]([C:16]1[CH:17]=[CH:18][C:13]([C:12]([CH3:27])([CH3:26])[C@@H:2]([C:28]([OH:30])=[O:29])[N:3]([C:5]([O:7][C:8]([CH3:9])([CH3:10])[CH3:11])=[O:6])[CH3:4])=[CH:14][CH:15]=1)=[O:20])([CH3:23])([CH3:24])[CH3:25].